Dataset: Full USPTO retrosynthesis dataset with 1.9M reactions from patents (1976-2016). Task: Predict the reactants needed to synthesize the given product. (1) Given the product [CH2:29]([O:31][C:32]([C:33]1[CH:34]=[C:35]([CH3:36])[N:9]([CH2:8][C:7]2[CH:10]=[CH:11][CH:12]=[C:5]([N+:2]([O-:4])=[O:3])[CH:6]=2)[C:38]=1[C:39]1[CH:40]=[CH:41][CH:42]=[CH:43][CH:44]=1)=[O:46])[CH3:30], predict the reactants needed to synthesize it. The reactants are: Cl.[N+:2]([C:5]1[CH:6]=[C:7]([CH:10]=[CH:11][CH:12]=1)[CH2:8][NH2:9])([O-:4])=[O:3].C(=O)(O)[O-].[Na+].[N+](C1C=C(C=CC=1)CN)([O-])=O.[CH2:29]([O:31][C:32](=[O:46])[CH:33]([C:38](=O)[C:39]1[CH:44]=[CH:43][CH:42]=[CH:41][CH:40]=1)[CH2:34][C:35](=O)[CH3:36])[CH3:30].CC1C=CC(S(O)(=O)=O)=CC=1. (2) Given the product [Cl:48][C:11]1[C:12]2[N:16]=[C:15]([N:17]3[CH2:22][CH2:21][O:20][C@@H:19]4[CH2:23][CH2:24][CH2:25][C@@H:18]34)[N:14]([CH2:26][C@H:27]3[CH2:32][CH2:31][C@H:30]([CH3:33])[CH2:29][CH2:28]3)[C:13]=2[C:8]([C:4]2[CH:5]=[N:6][CH:7]=[C:2]([Cl:1])[CH:3]=2)=[N:9][C:10]=1[C:34]#[N:35], predict the reactants needed to synthesize it. The reactants are: [Cl:1][C:2]1[CH:3]=[C:4]([C:8]2[C:13]3[N:14]([CH2:26][C@H:27]4[CH2:32][CH2:31][C@H:30]([CH3:33])[CH2:29][CH2:28]4)[C:15]([N:17]4[CH2:22][CH2:21][O:20][C@@H:19]5[CH2:23][CH2:24][CH2:25][C@@H:18]45)=[N:16][C:12]=3[CH:11]=[C:10]([C:34]#[N:35])[N:9]=2)[CH:5]=[N:6][CH:7]=1.[Cl-].[Li+].CC1(C)CCCC(C)(C)N1[Mg][Cl:48].ClC(Cl)(Cl)C(Cl)(Cl)Cl.